From a dataset of Forward reaction prediction with 1.9M reactions from USPTO patents (1976-2016). Predict the product of the given reaction. (1) Given the reactants [CH3:1][C:2]1[C:6](B(O)O)=[C:5]([CH3:10])[O:4][N:3]=1.Br[C:12]1[CH:13]=[C:14]2[C:18](=[CH:19][CH:20]=1)[NH:17][C:16](=[O:21])[C:15]12[O:25][CH2:24][CH2:23][O:22]1.C([O-])([O-])=O.[Na+].[Na+], predict the reaction product. The product is: [CH3:1][C:2]1[C:6]([C:12]2[CH:13]=[C:14]3[C:18](=[CH:19][CH:20]=2)[NH:17][C:16](=[O:21])[C:15]23[O:25][CH2:24][CH2:23][O:22]2)=[C:5]([CH3:10])[O:4][N:3]=1. (2) Given the reactants C(OC([N:8]1[CH2:16][C:15]2[C:10](=[CH:11][C:12]([CH:18]3[CH2:22][CH2:21][O:20][CH2:19]3)=[C:13]([Cl:17])[CH:14]=2)[CH2:9]1)=O)(C)(C)C.[F:23][C:24]([F:29])([F:28])[C:25]([OH:27])=[O:26], predict the reaction product. The product is: [F:23][C:24]([F:29])([F:28])[C:25]([OH:27])=[O:26].[Cl:17][C:13]1[CH:14]=[C:15]2[C:10](=[CH:11][C:12]=1[CH:18]1[CH2:22][CH2:21][O:20][CH2:19]1)[CH2:9][NH:8][CH2:16]2. (3) Given the reactants C([O:5][C:6]([C:8]1[CH:30]=[CH:29][C:11]([O:12][C:13]2[CH:22]=[C:21]3[C:16]([CH:17]([C:23]([O:25][CH3:26])=[O:24])[CH2:18][CH2:19][O:20]3)=[CH:15][C:14]=2[C:27]#[N:28])=[CH:10][CH:9]=1)=[O:7])(C)(C)C.FC(F)(F)C(O)=O, predict the reaction product. The product is: [C:27]([C:14]1[CH:15]=[C:16]2[C:21](=[CH:22][C:13]=1[O:12][C:11]1[CH:29]=[CH:30][C:8]([C:6]([OH:7])=[O:5])=[CH:9][CH:10]=1)[O:20][CH2:19][CH2:18][CH:17]2[C:23]([O:25][CH3:26])=[O:24])#[N:28].